This data is from NCI-60 drug combinations with 297,098 pairs across 59 cell lines. The task is: Regression. Given two drug SMILES strings and cell line genomic features, predict the synergy score measuring deviation from expected non-interaction effect. (1) Drug 1: C1=CN(C(=O)N=C1N)C2C(C(C(O2)CO)O)O.Cl. Drug 2: CC1=C(C(=CC=C1)Cl)NC(=O)C2=CN=C(S2)NC3=CC(=NC(=N3)C)N4CCN(CC4)CCO. Cell line: PC-3. Synergy scores: CSS=12.0, Synergy_ZIP=-4.23, Synergy_Bliss=1.60, Synergy_Loewe=-7.71, Synergy_HSA=0.359. (2) Synergy scores: CSS=0.898, Synergy_ZIP=0.732, Synergy_Bliss=2.09, Synergy_Loewe=2.22, Synergy_HSA=0.421. Drug 2: CN1C2=C(C=C(C=C2)N(CCCl)CCCl)N=C1CCCC(=O)O.Cl. Cell line: IGROV1. Drug 1: C1=CC=C(C(=C1)C(C2=CC=C(C=C2)Cl)C(Cl)Cl)Cl. (3) Drug 1: CCC(=C(C1=CC=CC=C1)C2=CC=C(C=C2)OCCN(C)C)C3=CC=CC=C3.C(C(=O)O)C(CC(=O)O)(C(=O)O)O. Drug 2: CC1CCCC2(C(O2)CC(NC(=O)CC(C(C(=O)C(C1O)C)(C)C)O)C(=CC3=CSC(=N3)C)C)C. Cell line: OVCAR3. Synergy scores: CSS=68.8, Synergy_ZIP=4.30, Synergy_Bliss=2.24, Synergy_Loewe=-8.00, Synergy_HSA=3.03. (4) Drug 1: CC(CN1CC(=O)NC(=O)C1)N2CC(=O)NC(=O)C2. Drug 2: COC1=C2C(=CC3=C1OC=C3)C=CC(=O)O2. Cell line: HOP-92. Synergy scores: CSS=15.0, Synergy_ZIP=-0.350, Synergy_Bliss=3.75, Synergy_Loewe=1.06, Synergy_HSA=1.43. (5) Drug 1: CN(C)N=NC1=C(NC=N1)C(=O)N. Drug 2: C1CC(C1)(C(=O)O)C(=O)O.[NH2-].[NH2-].[Pt+2]. Cell line: RXF 393. Synergy scores: CSS=41.9, Synergy_ZIP=-1.65, Synergy_Bliss=-2.93, Synergy_Loewe=-21.5, Synergy_HSA=-2.35. (6) Synergy scores: CSS=-3.66, Synergy_ZIP=1.93, Synergy_Bliss=2.03, Synergy_Loewe=-2.94, Synergy_HSA=-3.30. Drug 2: CC1=C(C(CCC1)(C)C)C=CC(=CC=CC(=CC(=O)O)C)C. Cell line: SK-MEL-5. Drug 1: CC(C1=C(C=CC(=C1Cl)F)Cl)OC2=C(N=CC(=C2)C3=CN(N=C3)C4CCNCC4)N. (7) Drug 1: C1CCN(CC1)CCOC2=CC=C(C=C2)C(=O)C3=C(SC4=C3C=CC(=C4)O)C5=CC=C(C=C5)O. Drug 2: COCCOC1=C(C=C2C(=C1)C(=NC=N2)NC3=CC=CC(=C3)C#C)OCCOC.Cl. Cell line: HL-60(TB). Synergy scores: CSS=-8.53, Synergy_ZIP=5.21, Synergy_Bliss=0.893, Synergy_Loewe=-1.08, Synergy_HSA=-6.41.